Task: Regression/Classification. Given a drug SMILES string, predict its absorption, distribution, metabolism, or excretion properties. Task type varies by dataset: regression for continuous measurements (e.g., permeability, clearance, half-life) or binary classification for categorical outcomes (e.g., BBB penetration, CYP inhibition). For this dataset (solubility_aqsoldb), we predict Y.. Dataset: Aqueous solubility values for 9,982 compounds from the AqSolDB database (1) The compound is [F-].[K+]. The Y is 1.23 log mol/L. (2) The compound is CCCCCCCCCOC(=O)c1cccnc1. The Y is -3.10 log mol/L. (3) The molecule is CC1(C)C(C=C(Cl)Cl)C1C(=O)OC(C#N)c1cccc(Oc2ccccc2)c1. The Y is -6.56 log mol/L. (4) The molecule is CC(C)NCC(O)COc1cccc2[nH]ccc12. The Y is -3.79 log mol/L. (5) The molecule is O=c1[nH]ccc2ccccc12. The Y is -2.48 log mol/L. (6) The molecule is NC(N)=NS(=O)(=O)c1ccc(N)cc1. The Y is -1.99 log mol/L.